Task: Predict which catalyst facilitates the given reaction.. Dataset: Catalyst prediction with 721,799 reactions and 888 catalyst types from USPTO Reactant: C[O:2][C:3]([C:5]1(OC)[O:9][N:8]=[C:7]([C:10]2[CH:15]=[CH:14][C:13]([C:16]#[N:17])=[CH:12][CH:11]=2)[CH2:6]1)=[O:4].[OH-].[Na+]. Product: [C:16]([C:13]1[CH:12]=[CH:11][C:10]([C:7]2[CH:6]=[C:5]([C:3]([OH:4])=[O:2])[O:9][N:8]=2)=[CH:15][CH:14]=1)#[N:17]. The catalyst class is: 7.